Predict the reaction yield, written as a fraction of the theoretical maximum amount of product (1.0 means a 100% yield; for example, 0.34 means a 34% yield). From a dataset of Reaction yield outcomes from USPTO patents with 853,638 reactions. (1) The reactants are [Cl:1][C:2]1[N:7]=[C:6](Cl)[C:5]([C:9]#[C:10][Si:11]([CH3:14])([CH3:13])[CH3:12])=[CH:4][N:3]=1.[CH:15]1([C:18]2[NH:22][N:21]=[C:20]([NH2:23])[CH:19]=2)[CH2:17][CH2:16]1. The catalyst is CCO. The product is [Cl:1][C:2]1[N:7]=[C:6]([NH:23][C:20]2[CH:19]=[C:18]([CH:15]3[CH2:17][CH2:16]3)[NH:22][N:21]=2)[C:5]([C:9]#[C:10][Si:11]([CH3:14])([CH3:13])[CH3:12])=[CH:4][N:3]=1. The yield is 0.660. (2) The reactants are [CH2:1]([C:4]1([C:28]([O:30]C)=[O:29])[NH:9][C:8](=[O:10])[C:7]2[S:11][C:12]([N:14]3[CH2:19][CH2:18][O:17][CH2:16][CH2:15]3)=[CH:13][C:6]=2[CH:5]1[C:20]1[CH:25]=[CH:24][C:23]([Cl:26])=[C:22]([Cl:27])[CH:21]=1)[CH:2]=[CH2:3].[OH-].[Na+].O. The catalyst is CO.O1CCCC1. The product is [CH2:1]([C:4]1([C:28]([OH:30])=[O:29])[NH:9][C:8](=[O:10])[C:7]2[S:11][C:12]([N:14]3[CH2:19][CH2:18][O:17][CH2:16][CH2:15]3)=[CH:13][C:6]=2[CH:5]1[C:20]1[CH:25]=[CH:24][C:23]([Cl:26])=[C:22]([Cl:27])[CH:21]=1)[CH:2]=[CH2:3]. The yield is 0.230. (3) The reactants are [NH2:1][C@H:2]([C:8]([OH:10])=[O:9])[CH2:3][CH2:4][CH2:5][CH2:6][NH2:7].[OH-].[Ca+2:12].[OH-]. The catalyst is O. The product is [OH2:9].[NH2:1][C@H:2]([C:8]([O-:10])=[O:9])[CH2:3][CH2:4][CH2:5][CH2:6][NH2:7].[NH2:1][C@H:2]([C:8]([O-:10])=[O:9])[CH2:3][CH2:4][CH2:5][CH2:6][NH2:7].[Ca+2:12]. The yield is 0.860. (4) The yield is 0.610. The reactants are [C:1]([O:5][C:6]([NH:8][C@@H:9]1[CH2:14][CH2:13][C@H:12]([C:15]([OH:17])=O)[CH2:11][CH2:10]1)=[O:7])([CH3:4])([CH3:3])[CH3:2].C(N1C=CN=C1)(N1C=CN=C1)=O.C(=O)=O.[CH:33]([NH2:36])([CH3:35])[CH3:34]. The product is [CH:33]([NH:36][C:15]([C@@H:12]1[CH2:11][CH2:10][C@H:9]([NH:8][C:6](=[O:7])[O:5][C:1]([CH3:2])([CH3:3])[CH3:4])[CH2:14][CH2:13]1)=[O:17])([CH3:35])[CH3:34]. The catalyst is CN(C=O)C.O.